Task: Predict the reactants needed to synthesize the given product.. Dataset: Full USPTO retrosynthesis dataset with 1.9M reactions from patents (1976-2016) (1) Given the product [CH:1]1([C:7]([C:9]2[CH:14]=[CH:13][C:12]([F:15])=[C:11]([N+:21]([O-:23])=[O:22])[CH:10]=2)=[O:8])[CH2:2][CH2:3][CH2:4][CH2:5][CH2:6]1, predict the reactants needed to synthesize it. The reactants are: [CH:1]1([C:7]([C:9]2[CH:14]=[CH:13][C:12]([F:15])=[CH:11][CH:10]=2)=[O:8])[CH2:6][CH2:5][CH2:4][CH2:3][CH2:2]1.OS(O)(=O)=O.[N+:21]([O-])([OH:23])=[O:22]. (2) Given the product [ClH:10].[Cl:11][C:7]1[CH:6]=[C:5]2[C:4](=[C:9]([Cl:10])[CH:8]=1)[C:3](=[O:14])[N:34]([C:28]1[CH:29]=[CH:30][C:31]([O:32][CH3:33])=[C:26]([O:25][CH2:24][CH2:23][N:16]3[CH2:17][CH2:18][CH2:19][CH2:20][CH2:21][CH2:22]3)[CH:27]=1)[CH2:12]2, predict the reactants needed to synthesize it. The reactants are: CO[C:3](=[O:14])[C:4]1[C:9]([Cl:10])=[CH:8][C:7]([Cl:11])=[CH:6][C:5]=1[CH2:12]Br.Cl.[N:16]1([CH2:23][CH2:24][O:25][C:26]2[CH:27]=[C:28]([NH2:34])[CH:29]=[CH:30][C:31]=2[O:32][CH3:33])[CH2:22][CH2:21][CH2:20][CH2:19][CH2:18][CH2:17]1.C([O-])(O)=O.[Na+]. (3) Given the product [Cl:1][C:2]1[CH:7]=[C:6]([OH:8])[CH:5]=[CH:4][C:3]=1[CH:10]([CH3:26])[C:11]([OH:16])([C:17]1[CH:18]=[N:19][N:20]2[CH:25]=[CH:24][CH:23]=[CH:22][C:21]=12)[C:12]([F:15])([F:13])[F:14], predict the reactants needed to synthesize it. The reactants are: [Cl:1][C:2]1[CH:7]=[C:6]([O:8]C)[CH:5]=[CH:4][C:3]=1[CH:10]([CH3:26])[C:11]([C:17]1[CH:18]=[N:19][N:20]2[CH:25]=[CH:24][CH:23]=[CH:22][C:21]=12)([OH:16])[C:12]([F:15])([F:14])[F:13].Br. (4) Given the product [Br:1][C:2]1[CH:7]=[CH:6][C:5]([O:8][CH2:12][C:13]2([CH3:17])[CH2:16][O:15][CH2:14]2)=[CH:4][CH:3]=1, predict the reactants needed to synthesize it. The reactants are: [Br:1][C:2]1[CH:7]=[CH:6][C:5]([OH:8])=[CH:4][CH:3]=1.[H-].[Na+].Cl[CH2:12][C:13]1([CH3:17])[CH2:16][O:15][CH2:14]1. (5) Given the product [C:20]([O:19][C:17]([C@@H:4]([CH2:5][C:6]1[CH:16]=[CH:15][C:9]2[O:10][C:11]([CH3:14])([CH3:13])[O:12][C:8]=2[CH:7]=1)[C:3]([OH:24])=[O:2])=[O:18])([CH3:23])([CH3:21])[CH3:22], predict the reactants needed to synthesize it. The reactants are: C[O:2][C:3](=[O:24])[C@@H:4]([C:17]([O:19][C:20]([CH3:23])([CH3:22])[CH3:21])=[O:18])[CH2:5][C:6]1[CH:16]=[CH:15][C:9]2[O:10][C:11]([CH3:14])([CH3:13])[O:12][C:8]=2[CH:7]=1.[OH-].[Li+].O. (6) Given the product [Cl:7][C:8]1[CH:13]=[C:12]([C:14]([O:16][CH3:1])=[O:15])[CH:11]=[C:10]([CH3:17])[N:9]=1, predict the reactants needed to synthesize it. The reactants are: [C:1](Cl)(=O)C(Cl)=O.[Cl:7][C:8]1[CH:13]=[C:12]([C:14]([OH:16])=[O:15])[CH:11]=[C:10]([CH3:17])[N:9]=1. (7) Given the product [CH3:117][C:115]1([CH3:116])[C:114]2[C:109](=[CH:110][CH:111]=[C:112]([S:118]([O-:121])(=[O:119])=[O:120])[CH:113]=2)[N:108]([CH2:122][CH2:123][CH2:124][S:125]([O-:128])(=[O:127])=[O:126])/[C:107]/1=[CH:106]/[CH:105]=[C:104](\[C:99]1[CH:100]=[CH:101][CH:102]=[CH:103][C:98]=1[CH2:97][CH2:96][CH2:95][CH2:94][C:91]([O:93][N:78]1[C:82](=[O:83])[CH2:81][CH2:80][C:79]1=[O:84])=[O:92])/[CH:129]=[CH:130]/[C:131]1[C:139]([CH3:140])([CH3:141])[C:138]2[C:133](=[CH:134][CH:135]=[C:136]([S:142]([O-:145])(=[O:144])=[O:143])[CH:137]=2)[N+:132]=1[CH2:146][CH2:147][CH2:148][S:149]([O-:152])(=[O:151])=[O:150].[Na+:86].[Na+:86].[Na+:86], predict the reactants needed to synthesize it. The reactants are: CC1(C)C2C3C=C(S([O-])(=O)=O)C=C(S([O-])(=O)=O)C=3C=CC=2N(CCCS([O-])(=O)=O)/C/1=C/C=C(\C1C=CC=C(CCCCC(O[N:78]2[C:82](=[O:83])[CH2:81][CH2:80][C:79]2=[O:84])=O)C=1)/C=C/C1C(C)(C)C2C3C=C(S([O-])(=O)=O)C=C(S([O-])(=O)=O)C=3C=CC=2[N+]=1CCCS([O-])(=O)=O.[Na+:86].[Na+].[Na+].[Na+].[Na+].[C:91]([CH2:94][CH2:95][CH2:96][CH2:97][C:98]1[CH:103]=[CH:102][CH:101]=[CH:100][C:99]=1/[C:104](=[CH:129]\[CH:130]=[C:131]1\[N:132]([CH2:146][CH2:147][CH2:148][S:149]([O-:152])(=[O:151])=[O:150])[C:133]2[C:138]([C:139]\1([CH3:141])[CH3:140])=[CH:137][C:136]([S:142]([O-:145])(=[O:144])=[O:143])=[CH:135][CH:134]=2)/[CH:105]=[CH:106]/[C:107]1[C:115]([CH3:117])([CH3:116])[C:114]2[C:109](=[CH:110][CH:111]=[C:112]([S:118]([O-:121])(=[O:120])=[O:119])[CH:113]=2)[N+:108]=1[CH2:122][CH2:123][CH2:124][S:125]([O-:128])(=[O:127])=[O:126])([OH:93])=[O:92].[Na+].[Na+].[Na+].